Dataset: Full USPTO retrosynthesis dataset with 1.9M reactions from patents (1976-2016). Task: Predict the reactants needed to synthesize the given product. (1) Given the product [N:1]1[CH:2]=[CH:3][N:4]2[C:12]3[C:7](=[N:8][CH:9]=[CH:10][CH:11]=3)[N:6]([C:13]3[CH:18]=[CH:17][C:16]([O:19][C:23]4[N:27]([CH2:28][C:29](=[O:31])[CH3:30])[C:26]5[CH:32]=[CH:33][CH:34]=[CH:35][C:25]=5[N:24]=4)=[CH:15][CH:14]=3)[C:5]=12, predict the reactants needed to synthesize it. The reactants are: [N:1]1[CH:2]=[CH:3][N:4]2[C:12]3[C:7](=[N:8][CH:9]=[CH:10][CH:11]=3)[N:6]([C:13]3[CH:18]=[CH:17][C:16]([OH:19])=[CH:15][CH:14]=3)[C:5]=12.[H-].[Na+].Cl[C:23]1[N:27]([CH2:28][C:29](=[O:31])[CH3:30])[C:26]2[CH:32]=[CH:33][CH:34]=[CH:35][C:25]=2[N:24]=1.O. (2) Given the product [CH2:1]([N:8]([CH2:12][C:13]1[CH:18]=[CH:17][CH:16]=[CH:15][CH:14]=1)[CH2:9][CH2:10][NH:23][CH2:22][CH2:21][F:20])[C:2]1[CH:7]=[CH:6][CH:5]=[CH:4][CH:3]=1, predict the reactants needed to synthesize it. The reactants are: [CH2:1]([N:8]([CH2:12][C:13]1[CH:18]=[CH:17][CH:16]=[CH:15][CH:14]=1)[CH2:9][CH2:10]Cl)[C:2]1[CH:7]=[CH:6][CH:5]=[CH:4][CH:3]=1.Cl.[F:20][CH2:21][CH2:22][NH2:23].CCN(C(C)C)C(C)C. (3) Given the product [CH3:20][CH:15]1[CH2:16][CH2:17][CH2:18][CH2:19][N:14]1[CH2:13][C:11]1[N:12]=[C:8]([C:5]2[CH:6]=[CH:7][C:2]([C:23]3[CH:22]=[N:21][CH:26]=[CH:25][CH:24]=3)=[CH:3][CH:4]=2)[O:9][CH:10]=1, predict the reactants needed to synthesize it. The reactants are: Br[C:2]1[CH:7]=[CH:6][C:5]([C:8]2[O:9][CH:10]=[C:11]([CH2:13][N:14]3[CH2:19][CH2:18][CH2:17][CH2:16][CH:15]3[CH3:20])[N:12]=2)=[CH:4][CH:3]=1.[N:21]1[CH:26]=[CH:25][CH:24]=[C:23](B(O)O)[CH:22]=1.C(=O)([O-])[O-].[Na+].[Na+]. (4) Given the product [Br:1][C:2]1[CH:7]=[CH:6][N:5]2[N:8]=[CH:9][C:10]([C:11]3[CH:15]=[CH:14][N:13]([S:26]([C:18]4[CH:19]=[C:20]([N+:23]([O-:25])=[O:24])[CH:21]=[CH:22][C:17]=4[CH3:16])(=[O:27])=[O:28])[N:12]=3)=[C:4]2[CH:3]=1, predict the reactants needed to synthesize it. The reactants are: [Br:1][C:2]1[CH:7]=[CH:6][N:5]2[N:8]=[CH:9][C:10]([C:11]3[CH:15]=[CH:14][NH:13][N:12]=3)=[C:4]2[CH:3]=1.[CH3:16][C:17]1[CH:22]=[CH:21][C:20]([N+:23]([O-:25])=[O:24])=[CH:19][C:18]=1[S:26](Cl)(=[O:28])=[O:27]. (5) Given the product [CH2:1]1[CH2:10][O:9][C:8]2[CH:7]=[CH:6][C:5]([NH:11][C:12]3[N:17]=[C:16]([NH:18][C:19]4[CH:24]=[CH:23][C:22]5[O:25][CH2:26][CH2:27][O:28][C:21]=5[CH:20]=4)[C:15]([C:29]4[CH:34]=[CH:33][C:32]([C:66]([O:65][CH3:64])=[O:67])=[CH:31][CH:30]=4)=[CH:14][N:13]=3)=[CH:4][C:3]=2[O:2]1, predict the reactants needed to synthesize it. The reactants are: [CH2:1]1[CH2:10][O:9][C:8]2[CH:7]=[CH:6][C:5]([NH:11][C:12]3[N:17]=[C:16]([NH:18][C:19]4[CH:24]=[CH:23][C:22]5[O:25][CH2:26][CH2:27][O:28][C:21]=5[CH:20]=4)[C:15]([C:29]4[CH:34]=[CH:33][CH:32]=[CH:31][CH:30]=4)=[CH:14][N:13]=3)=[CH:4][C:3]=2[O:2]1.C1COC2C=CC(NC3N=C(NC4C=CC5OCCOC=5C=4)C(Br)=CN=3)=CC=2O1.[CH3:64][O:65][C:66](C1C=CC(B(O)O)=CC=1)=[O:67]. (6) Given the product [CH:13]([C@@H:12]1[NH:11][C:9](=[O:8])[CH2:22][NH:23][C:16]1=[O:18])([CH3:15])[CH3:14], predict the reactants needed to synthesize it. The reactants are: C([O:8][C:9]([NH:11][C@H:12]([C:16]([OH:18])=O)[CH:13]([CH3:15])[CH3:14])=O)C1C=CC=CC=1.COC(=O)[CH2:22][NH2:23]. (7) Given the product [NH2:5][C:6]1[CH:7]=[CH:8][C:9]([CH2:12][CH:13]2[CH2:14][CH2:15][N:16]([C:28]([O:30][C:31]([CH3:34])([CH3:33])[CH3:32])=[O:29])[CH2:17][CH2:18]2)=[CH:10][CH:11]=1, predict the reactants needed to synthesize it. The reactants are: FC(F)(F)C([NH:5][C:6]1[CH:11]=[CH:10][C:9]([CH2:12][CH:13]2[CH2:18][CH2:17][NH:16][CH2:15][CH2:14]2)=[CH:8][CH:7]=1)=O.C(N(CC)CC)C.[C:28](O[C:28]([O:30][C:31]([CH3:34])([CH3:33])[CH3:32])=[O:29])([O:30][C:31]([CH3:34])([CH3:33])[CH3:32])=[O:29].[OH-].[Na+].